Dataset: Full USPTO retrosynthesis dataset with 1.9M reactions from patents (1976-2016). Task: Predict the reactants needed to synthesize the given product. (1) Given the product [CH2:1]([C:3]1[CH:8]=[C:7]([C:9]2[CH:10]=[N:11][N:12]([CH3:14])[CH:13]=2)[N:6]=[CH:5][C:4]=1[N:15]([CH3:29])[C:16]1[N:21]=[CH:20][C:19]2[N:22]=[CH:23][N:24]([CH3:25])[C:18]=2[CH:17]=1)[CH3:2], predict the reactants needed to synthesize it. The reactants are: [CH2:1]([C:3]1[CH:8]=[C:7]([C:9]2[CH:10]=[N:11][N:12]([CH3:14])[CH:13]=2)[N:6]=[CH:5][C:4]=1[NH:15][C:16]1[N:21]=[CH:20][C:19]2[N:22]=[CH:23][N:24]([CH3:25])[C:18]=2[CH:17]=1)[CH3:2].[H-].[Na+].I[CH3:29].O. (2) The reactants are: [NH2:1][C:2]1[N:7]=[C:6]([NH:8][C:9]2[CH:10]=[N:11][N:12]([CH3:14])[CH:13]=2)[N:5]=[C:4]([C:15]2[C:16]([CH2:36][OH:37])=[C:17]([N:21]3[CH:30]=[CH:29][C:28]4[C:23](=[C:24]([F:34])[CH:25]=[C:26]([CH:31]5[CH2:33][CH2:32]5)[CH:27]=4)[C:22]3=[O:35])[CH:18]=[CH:19][CH:20]=2)[CH:3]=1.[ClH:38].C(OCC)(=O)C. Given the product [ClH:38].[NH2:1][C:2]1[N:7]=[C:6]([NH:8][C:9]2[CH:10]=[N:11][N:12]([CH3:14])[CH:13]=2)[N:5]=[C:4]([C:15]2[C:16]([CH2:36][OH:37])=[C:17]([N:21]3[CH:30]=[CH:29][C:28]4[C:23](=[C:24]([F:34])[CH:25]=[C:26]([CH:31]5[CH2:33][CH2:32]5)[CH:27]=4)[C:22]3=[O:35])[CH:18]=[CH:19][CH:20]=2)[CH:3]=1, predict the reactants needed to synthesize it.